This data is from Full USPTO retrosynthesis dataset with 1.9M reactions from patents (1976-2016). The task is: Predict the reactants needed to synthesize the given product. Given the product [NH2:1][C:4]1[CH:9]=[C:8]([S:10]([C:12]([F:15])([F:13])[F:14])=[O:11])[CH:7]=[CH:6][C:5]=1[OH:16], predict the reactants needed to synthesize it. The reactants are: [N+:1]([C:4]1[CH:9]=[C:8]([S:10]([C:12]([F:15])([F:14])[F:13])=[O:11])[CH:7]=[CH:6][C:5]=1[OH:16])([O-])=O.